From a dataset of Full USPTO retrosynthesis dataset with 1.9M reactions from patents (1976-2016). Predict the reactants needed to synthesize the given product. (1) Given the product [I-:18].[C:16]([C:15]1[C:10]2[N+:9]([CH3:19])=[CH:8][N:7]([C:1]3[CH:2]=[CH:3][CH:4]=[CH:5][CH:6]=3)[C:11]=2[CH:12]=[CH:13][CH:14]=1)#[N:17], predict the reactants needed to synthesize it. The reactants are: [C:1]1([N:7]2[C:11]3[CH:12]=[CH:13][CH:14]=[C:15]([C:16]#[N:17])[C:10]=3[N:9]=[CH:8]2)[CH:6]=[CH:5][CH:4]=[CH:3][CH:2]=1.[I:18][CH3:19]. (2) The reactants are: [Cl:1][C:2]1[N:7]=[CH:6][C:5]([C:8]2[CH:17]=[CH:16][C:11]3[N:12]=[C:13]([NH2:15])[S:14][C:10]=3[CH:9]=2)=[CH:4][C:3]=1[N:18]([CH3:20])[CH3:19].[CH3:21][S:22](Cl)(=[O:24])=[O:23].N1C=CC=CC=1.C(N)(=O)C. Given the product [Cl:1][C:2]1[N:7]=[CH:6][C:5]([C:8]2[CH:17]=[CH:16][C:11]3[N:12]=[C:13]([NH:15][S:22]([CH3:21])(=[O:24])=[O:23])[S:14][C:10]=3[CH:9]=2)=[CH:4][C:3]=1[N:18]([CH3:20])[CH3:19], predict the reactants needed to synthesize it. (3) Given the product [F:12][C:13]1[CH:20]=[CH:19][CH:18]=[C:17]([F:21])[C:14]=1[CH2:15][NH:16][C:10]([NH:9][C:5]1[CH:6]=[CH:7][CH:8]=[C:3]([O:2][CH3:1])[CH:4]=1)=[O:11], predict the reactants needed to synthesize it. The reactants are: [CH3:1][O:2][C:3]1[CH:4]=[C:5]([N:9]=[C:10]=[O:11])[CH:6]=[CH:7][CH:8]=1.[F:12][C:13]1[CH:20]=[CH:19][CH:18]=[C:17]([F:21])[C:14]=1[CH2:15][NH2:16]. (4) Given the product [CH2:37]([NH:40][C:28]([NH:4][C:3]1[CH:5]=[CH:6][C:7]([O:9][C:10]2[C:19]3[C:14](=[CH:15][C:16]([O:22][CH3:23])=[C:17]([O:20][CH3:21])[CH:18]=3)[N:13]=[CH:12][N:11]=2)=[CH:8][C:2]=1[Cl:1])=[O:34])[CH:38]=[CH2:39], predict the reactants needed to synthesize it. The reactants are: [Cl:1][C:2]1[CH:8]=[C:7]([O:9][C:10]2[C:19]3[C:14](=[CH:15][C:16]([O:22][CH3:23])=[C:17]([O:20][CH3:21])[CH:18]=3)[N:13]=[CH:12][N:11]=2)[CH:6]=[CH:5][C:3]=1[NH2:4].ClC(Cl)(O[C:28](=[O:34])OC(Cl)(Cl)Cl)Cl.Cl.[CH2:37]([NH2:40])[CH:38]=[CH2:39].C(=O)([O-])O.[Na+]. (5) The reactants are: Cl.[CH:2]1([NH:8][OH:9])[CH2:7][CH2:6][CH2:5][CH2:4][CH2:3]1.[CH3:10][C:11]1[CH:16]=[CH:15][C:14]([S:17][C:18]2[C:23]([CH:24]=O)=[CH:22][CH:21]=[CH:20][N:19]=2)=[CH:13][CH:12]=1. Given the product [CH:2]1([N+:8]([O-:9])=[CH:24][C:23]2[C:18]([S:17][C:14]3[CH:15]=[CH:16][C:11]([CH3:10])=[CH:12][CH:13]=3)=[N:19][CH:20]=[CH:21][CH:22]=2)[CH2:7][CH2:6][CH2:5][CH2:4][CH2:3]1, predict the reactants needed to synthesize it.